Task: Predict which catalyst facilitates the given reaction.. Dataset: Catalyst prediction with 721,799 reactions and 888 catalyst types from USPTO (1) Product: [CH3:16][CH:17]1[C:21]([NH:22][C:2]2[C:11]3[C:6](=[C:7]([O:14][CH3:15])[C:8]([O:12][CH3:13])=[CH:9][CH:10]=3)[N:5]=[CH:4][N:3]=2)([CH3:23])[CH2:20][CH2:19][O:18]1. Reactant: Cl[C:2]1[C:11]2[C:6](=[C:7]([O:14][CH3:15])[C:8]([O:12][CH3:13])=[CH:9][CH:10]=2)[N:5]=[CH:4][N:3]=1.[CH3:16][CH:17]1[C:21]([CH3:23])([NH2:22])[CH2:20][CH2:19][O:18]1.C([O-])(O)=O.[Na+]. The catalyst class is: 16. (2) Reactant: [NH2:1][C:2]1[N:10]=[CH:9][CH:8]=[CH:7][C:3]=1[C:4]([OH:6])=O.[C:11]1([CH:17]([C:21]2[CH:26]=[CH:25][CH:24]=[CH:23][CH:22]=2)[CH2:18][CH2:19][NH2:20])[CH:16]=[CH:15][CH:14]=[CH:13][CH:12]=1.ON1C2C=CC=CC=2N=N1.C(N(C(C)C)CC)(C)C. Product: [NH2:1][C:2]1[N:10]=[CH:9][CH:8]=[CH:7][C:3]=1[C:4]([NH:20][CH2:19][CH2:18][CH:17]([C:11]1[CH:16]=[CH:15][CH:14]=[CH:13][CH:12]=1)[C:21]1[CH:26]=[CH:25][CH:24]=[CH:23][CH:22]=1)=[O:6]. The catalyst class is: 35.